Task: Regression. Given two drug SMILES strings and cell line genomic features, predict the synergy score measuring deviation from expected non-interaction effect.. Dataset: NCI-60 drug combinations with 297,098 pairs across 59 cell lines (1) Drug 1: CN1CCC(CC1)COC2=C(C=C3C(=C2)N=CN=C3NC4=C(C=C(C=C4)Br)F)OC. Drug 2: CCC1(CC2CC(C3=C(CCN(C2)C1)C4=CC=CC=C4N3)(C5=C(C=C6C(=C5)C78CCN9C7C(C=CC9)(C(C(C8N6C=O)(C(=O)OC)O)OC(=O)C)CC)OC)C(=O)OC)O.OS(=O)(=O)O. Cell line: SK-MEL-5. Synergy scores: CSS=31.7, Synergy_ZIP=5.62, Synergy_Bliss=9.47, Synergy_Loewe=-40.8, Synergy_HSA=5.26. (2) Drug 1: CC1C(C(CC(O1)OC2CC(CC3=C2C(=C4C(=C3O)C(=O)C5=C(C4=O)C(=CC=C5)OC)O)(C(=O)C)O)N)O.Cl. Drug 2: COC1=NC(=NC2=C1N=CN2C3C(C(C(O3)CO)O)O)N. Cell line: CCRF-CEM. Synergy scores: CSS=82.1, Synergy_ZIP=1.76, Synergy_Bliss=1.44, Synergy_Loewe=2.26, Synergy_HSA=5.46. (3) Drug 1: CN(CC1=CN=C2C(=N1)C(=NC(=N2)N)N)C3=CC=C(C=C3)C(=O)NC(CCC(=O)O)C(=O)O. Drug 2: C1CN(P(=O)(OC1)NCCCl)CCCl. Cell line: K-562. Synergy scores: CSS=83.0, Synergy_ZIP=5.83, Synergy_Bliss=5.59, Synergy_Loewe=-28.1, Synergy_HSA=3.47. (4) Drug 1: CC12CCC3C(C1CCC2OP(=O)(O)O)CCC4=C3C=CC(=C4)OC(=O)N(CCCl)CCCl.[Na+]. Drug 2: CC1C(C(CC(O1)OC2CC(CC3=C2C(=C4C(=C3O)C(=O)C5=CC=CC=C5C4=O)O)(C(=O)C)O)N)O. Cell line: SF-295. Synergy scores: CSS=68.6, Synergy_ZIP=24.1, Synergy_Bliss=24.1, Synergy_Loewe=-13.5, Synergy_HSA=25.4.